Dataset: Forward reaction prediction with 1.9M reactions from USPTO patents (1976-2016). Task: Predict the product of the given reaction. (1) Given the reactants NC1(C2C=CC(C3C(=O)C4C(=CC=C(F)C=4)OC=3C3C=CC=CC=3)=CC=2)CCC1.C(OC(=O)[NH:36][C:37]1([C:41]2[CH:46]=[CH:45][C:44]([C:47]3[C:48](=[O:68])[C:49]4[C:54]([O:55][C:56]=3[C:57]3[CH:62]=[CH:61][CH:60]=[CH:59][CH:58]=3)=[C:53]3[N:63]([CH3:67])[N:64]=[C:65]([Cl:66])[C:52]3=[CH:51][CH:50]=4)=[CH:43][CH:42]=2)[CH2:40][CH2:39][CH2:38]1)(C)(C)C.C(O)(C(F)(F)F)=O, predict the reaction product. The product is: [ClH:66].[NH2:36][C:37]1([C:41]2[CH:42]=[CH:43][C:44]([C:47]3[C:48](=[O:68])[C:49]4[C:54]([O:55][C:56]=3[C:57]3[CH:62]=[CH:61][CH:60]=[CH:59][CH:58]=3)=[C:53]3[N:63]([CH3:67])[N:64]=[C:65]([Cl:66])[C:52]3=[CH:51][CH:50]=4)=[CH:45][CH:46]=2)[CH2:40][CH2:39][CH2:38]1. (2) Given the reactants Br[C:2]1[CH:7]=[CH:6][C:5]([CH2:8][CH3:9])=[C:4]([N+:10]([O-:12])=[O:11])[CH:3]=1.[Cl:13][C:14]1[CH:19]=[CH:18][C:17](B(O)O)=[CH:16][CH:15]=1.C(=O)([O-])[O-].[Na+].[Na+], predict the reaction product. The product is: [Cl:13][C:14]1[CH:19]=[CH:18][C:17]([C:2]2[CH:7]=[CH:6][C:5]([CH2:8][CH3:9])=[C:4]([N+:10]([O-:12])=[O:11])[CH:3]=2)=[CH:16][CH:15]=1. (3) Given the reactants [F:1][C:2]([F:21])([C:17]([F:20])([F:19])[F:18])[CH2:3][CH2:4][CH2:5][O:6][CH2:7][CH2:8][CH2:9][CH2:10][CH2:11][C:12]([O:14]CC)=[O:13].[OH-].[Na+], predict the reaction product. The product is: [F:1][C:2]([F:21])([C:17]([F:18])([F:19])[F:20])[CH2:3][CH2:4][CH2:5][O:6][CH2:7][CH2:8][CH2:9][CH2:10][CH2:11][C:12]([OH:14])=[O:13]. (4) Given the reactants [Si]([O:8][CH2:9][CH2:10][O:11][C:12]1[CH:13]=[CH:14][C:15]([C:26]2[NH:35][C:34](=[O:36])[C:33]3[C:28](=[CH:29][C:30]([O:39][CH3:40])=[CH:31][C:32]=3[O:37][CH3:38])[N:27]=2)=[N:16][C:17]=1[C:18]1[CH:23]=[CH:22][C:21]([S:24][CH3:25])=[CH:20][CH:19]=1)(C(C)(C)C)(C)C.[F-].C([N+](CCCC)(CCCC)CCCC)CCC, predict the reaction product. The product is: [OH:8][CH2:9][CH2:10][O:11][C:12]1[CH:13]=[CH:14][C:15]([C:26]2[NH:35][C:34](=[O:36])[C:33]3[C:28](=[CH:29][C:30]([O:39][CH3:40])=[CH:31][C:32]=3[O:37][CH3:38])[N:27]=2)=[N:16][C:17]=1[C:18]1[CH:23]=[CH:22][C:21]([S:24][CH3:25])=[CH:20][CH:19]=1. (5) Given the reactants CO[C:3]1[CH:8]=[CH:7][C:6]([NH:9][C:10](=[O:14])[CH:11]([CH3:13])[CH3:12])=[CH:5][C:4]=1[CH:15]1[CH2:20][CH2:19][NH:18][CH2:17][CH2:16]1.CC1(C)C(C)(C)OB(C2CCN(C(OC(C)(C)C)=O)CC=2)[O:23]1.BrC1C=CC(O)=C([N+]([O-])=O)C=1.C(Cl)(=O)C(C)C, predict the reaction product. The product is: [OH:23][C:7]1[CH:8]=[CH:3][C:4]([CH:15]2[CH2:20][CH2:19][NH:18][CH2:17][CH2:16]2)=[CH:5][C:6]=1[NH:9][C:10](=[O:14])[CH:11]([CH3:13])[CH3:12]. (6) The product is: [F:24][C:23]1[CH:22]=[CH:21][C:4]([O:5][C:6]2[N:11]=[C:10]3[S:12][C:13]([NH:15][C:16]([CH:18]4[CH2:20][CH2:19]4)=[O:17])=[N:14][C:9]3=[CH:8][CH:7]=2)=[CH:3][C:2]=1[NH:1][C:34](=[O:35])[CH2:33][C:29]1[CH:30]=[CH:31][CH:32]=[C:27]([C:26]([F:37])([F:25])[F:38])[CH:28]=1. Given the reactants [NH2:1][C:2]1[CH:3]=[C:4]([CH:21]=[CH:22][C:23]=1[F:24])[O:5][C:6]1[N:11]=[C:10]2[S:12][C:13]([NH:15][C:16]([CH:18]3[CH2:20][CH2:19]3)=[O:17])=[N:14][C:9]2=[CH:8][CH:7]=1.[F:25][C:26]([F:38])([F:37])[C:27]1[CH:28]=[C:29]([CH2:33][C:34](O)=[O:35])[CH:30]=[CH:31][CH:32]=1.CN(C(ON1N=NC2C=CC=NC1=2)=[N+](C)C)C.F[P-](F)(F)(F)(F)F, predict the reaction product. (7) Given the reactants [CH3:1][C:2]1[CH:3]([C:9]([O:11][CH2:12][CH3:13])=[O:10])[CH2:4][CH2:5][C:6](=O)[CH:7]=1.[SH:14][CH2:15][CH2:16][C:17](O)=[O:18].C1(C)C=CC(S(O)(=O)=O)=CC=1.N1C=CC=CC=1.FC(F)(F)C(OC(=O)C(F)(F)F)=O.CS(O)(=O)=O, predict the reaction product. The product is: [CH3:1][C:2]1[C:7]2[C:17](=[O:18])[CH2:16][CH2:15][S:14][C:6]=2[CH2:5][CH2:4][C:3]=1[C:9]([O:11][CH2:12][CH3:13])=[O:10].